Dataset: Reaction yield outcomes from USPTO patents with 853,638 reactions. Task: Predict the reaction yield, written as a fraction of the theoretical maximum amount of product (1.0 means a 100% yield; for example, 0.34 means a 34% yield). (1) The reactants are C([O:5][C:6](=[O:18])[CH2:7][NH:8][C:9](=[O:17])[C:10]1[CH:15]=[CH:14][C:13]([OH:16])=[CH:12][CH:11]=1)(C)(C)C.[CH:19]1([CH2:24][CH2:25]O)[CH2:23][CH2:22][CH:21]=[CH:20]1. No catalyst specified. The product is [CH:19]1([CH2:24][CH2:25][O:16][C:13]2[CH:12]=[CH:11][C:10]([C:9]([NH:8][CH2:7][C:6]([OH:5])=[O:18])=[O:17])=[CH:15][CH:14]=2)[CH2:23][CH2:22][CH:21]=[CH:20]1. The yield is 0.720. (2) The reactants are [CH3:1][Si:2]([CH3:26])([CH3:25])[CH2:3][CH2:4][O:5][CH2:6][N:7]1[CH:11]=[C:10]([C:12]2[N:17]3[CH:18]=[CH:19][N:20]=[C:16]3[CH:15]=[C:14]([C:21]([NH:23][NH2:24])=[O:22])[N:13]=2)[CH:9]=[N:8]1.C(Cl)Cl.C(N(CC)CC)C.[C:37](Cl)(=[O:39])[CH3:38]. The catalyst is CCOC(C)=O. The product is [C:37]([NH:24][NH:23][C:21]([C:14]1[N:13]=[C:12]([C:10]2[CH:9]=[N:8][N:7]([CH2:6][O:5][CH2:4][CH2:3][Si:2]([CH3:26])([CH3:25])[CH3:1])[CH:11]=2)[N:17]2[CH:18]=[CH:19][N:20]=[C:16]2[CH:15]=1)=[O:22])(=[O:39])[CH3:38]. The yield is 0.815. (3) The reactants are [Cl:1][C:2]1[C:7]([Cl:8])=[CH:6][C:5]([C:9]2[N:14]=[C:13]([S:15][CH3:16])[N:12]=[C:11](O)[C:10]=2[C:18]#[N:19])=[CH:4][C:3]=1[O:20][CH3:21].O=P(Cl)(Cl)[Cl:24]. The catalyst is O1CCOCC1. The product is [Cl:1][C:2]1[C:7]([Cl:8])=[CH:6][C:5]([C:9]2[N:14]=[C:13]([S:15][CH3:16])[N:12]=[C:11]([Cl:24])[C:10]=2[C:18]#[N:19])=[CH:4][C:3]=1[O:20][CH3:21]. The yield is 0.640. (4) The reactants are [Br:1][C:2]1[CH:7]=[CH:6][C:5]([NH2:8])=[C:4]([C:9]2[CH2:14][CH2:13][C:12]([CH3:16])([CH3:15])[CH2:11][CH:10]=2)[CH:3]=1.CO[CH:19](OC)[N:20]([CH3:22])[CH3:21]. No catalyst specified. The product is [Br:1][C:2]1[CH:7]=[CH:6][C:5]([N:8]=[CH:19][N:20]([CH3:22])[CH3:21])=[C:4]([C:9]2[CH2:14][CH2:13][C:12]([CH3:16])([CH3:15])[CH2:11][CH:10]=2)[CH:3]=1. The yield is 0.730. (5) The reactants are [CH3:1][C:2]1[CH:7]=[CH:6][N:5]=[C:4]([NH2:8])[CH:3]=1.[CH:9]([C:11]1[CH:20]=[CH:19][C:14]([C:15]([NH:17][CH3:18])=[O:16])=[CH:13][C:12]=1[CH3:21])=O.[C:22]([C@H:24]1[O:29][CH2:28][CH2:27][N:26]([C:30]([O:32][C:33]([CH3:36])([CH3:35])[CH3:34])=[O:31])[CH2:25]1)#[CH:23]. The catalyst is [Cu]Cl.FC(F)(F)S(O[Cu]OS(C(F)(F)F)(=O)=O)(=O)=O.C1(C)C=CC=CC=1. The product is [CH3:1][C:2]1[CH:7]=[CH:6][N:5]2[C:23]([CH2:22][C@H:24]3[O:29][CH2:28][CH2:27][N:26]([C:30]([O:32][C:33]([CH3:34])([CH3:36])[CH3:35])=[O:31])[CH2:25]3)=[C:9]([C:11]3[CH:20]=[CH:19][C:14]([C:15](=[O:16])[NH:17][CH3:18])=[CH:13][C:12]=3[CH3:21])[N:8]=[C:4]2[CH:3]=1. The yield is 0.303.